The task is: Binary Classification. Given a drug SMILES string, predict its activity (active/inactive) in a high-throughput screening assay against a specified biological target.. This data is from Choline transporter screen with 302,306 compounds. The compound is O=C(N1CCN(CC1)c1nc(N2CCN(CC2)C(=O)Cn2nnc(c2)CCC\N=C(\[NH3+])N)nc(n1)NCCOCCOCCOCC#C)C(n1nnc(c1)CCC(O)=O)CCCC[NH3+]. The result is 0 (inactive).